This data is from Full USPTO retrosynthesis dataset with 1.9M reactions from patents (1976-2016). The task is: Predict the reactants needed to synthesize the given product. (1) Given the product [CH2:18]([O:17][C:15]1[C:14]([Br:21])=[CH:13][C:9]2[CH:10]([CH3:12])[CH2:11][NH:5][CH:6]([CH3:22])[CH2:7][C:8]=2[CH:16]=1)[CH:19]=[CH2:20], predict the reactants needed to synthesize it. The reactants are: FC(F)(F)C([N:5]1[CH2:11][CH:10]([CH3:12])[C:9]2[CH:13]=[C:14]([Br:21])[C:15]([O:17][CH2:18][CH:19]=[CH2:20])=[CH:16][C:8]=2[CH2:7][CH:6]1[CH3:22])=O.[OH-].[Na+]. (2) Given the product [Br:30][C:28]1[CH:27]=[N:26][C:25]2=[CH:31][N:22]([CH2:21][C:18]([NH:17][C:12](=[O:13])[C:11]3[CH:15]=[CH:16][C:8]([O:1][C:2]4[CH:7]=[CH:6][CH:5]=[CH:4][CH:3]=4)=[CH:9][CH:10]=3)([C:19]#[N:20])[CH3:32])[N:23]=[C:24]2[CH:29]=1, predict the reactants needed to synthesize it. The reactants are: [O:1]([C:8]1[CH:16]=[CH:15][C:11]([C:12](Cl)=[O:13])=[CH:10][CH:9]=1)[C:2]1[CH:7]=[CH:6][CH:5]=[CH:4][CH:3]=1.[NH2:17][C:18]([CH3:32])([CH2:21][N:22]1[CH:31]=[C:25]2[N:26]=[CH:27][C:28]([Br:30])=[CH:29][C:24]2=[N:23]1)[C:19]#[N:20].